Dataset: Full USPTO retrosynthesis dataset with 1.9M reactions from patents (1976-2016). Task: Predict the reactants needed to synthesize the given product. (1) Given the product [Cl:21][C:22]1[C:23]([C:24]([O:26][CH3:27])=[O:25])=[C:28]([F:32])[C:29]([CH:35]=[O:36])=[CH:30][CH:31]=1, predict the reactants needed to synthesize it. The reactants are: C(NC(C)C)(C)C.C([Li])CCC.[Li+].CC([N-]C(C)C)C.[Cl:21][C:22]1[CH:31]=[CH:30][CH:29]=[C:28]([F:32])[C:23]=1[C:24]([O:26][CH3:27])=[O:25].CN(C)[CH:35]=[O:36]. (2) Given the product [CH:1]1([S:4]([N:7]2[C:15]3[CH:14]=[CH:13][C:12]([C:16]([N:18]4[CH2:23][CH2:22][CH:21]([CH3:24])[CH2:20][CH2:19]4)=[O:17])=[CH:11][C:10]=3[C:9]3[CH2:25][NH:26][CH2:27][CH2:28][C:8]2=3)(=[O:6])=[O:5])[CH2:2][CH2:3]1, predict the reactants needed to synthesize it. The reactants are: [CH:1]1([S:4]([N:7]2[C:15]3[CH:14]=[CH:13][C:12]([C:16]([N:18]4[CH2:23][CH2:22][CH:21]([CH3:24])[CH2:20][CH2:19]4)=[O:17])=[CH:11][C:10]=3[C:9]3[CH2:25][N:26](C(OC(C)(C)C)=O)[CH2:27][CH2:28][C:8]2=3)(=[O:6])=[O:5])[CH2:3][CH2:2]1.Cl. (3) Given the product [N:16]([CH2:2][C:3]1[CH:8]=[C:7]([Cl:9])[CH:6]=[CH:5][C:4]=1[C:10]1[C:14]([Cl:15])=[N:13][S:12][N:11]=1)=[N+:17]=[N-:18], predict the reactants needed to synthesize it. The reactants are: Br[CH2:2][C:3]1[CH:8]=[C:7]([Cl:9])[CH:6]=[CH:5][C:4]=1[C:10]1[C:14]([Cl:15])=[N:13][S:12][N:11]=1.[N-:16]=[N+:17]=[N-:18].[Na+]. (4) Given the product [F:8][C:6]1[CH:5]=[C:4]([C@@:9]2([CH3:56])[N:18]([CH2:19]/[CH:20]=[CH:21]/[C:22]3[CH:23]=[C:24]4[C:45](=[CH:46][CH:47]=3)[CH2:44][C:26]3([C:34]5[C:29](=[N:30][CH:31]=[CH:32][CH:33]=5)[NH:28][C:27]3=[O:43])[CH2:25]4)[C:17](=[O:48])[C:12]3([CH2:13][CH2:14][CH2:15][CH2:16]3)[NH:11][CH2:10]2)[CH:3]=[C:2]([F:1])[CH:7]=1, predict the reactants needed to synthesize it. The reactants are: [F:1][C:2]1[CH:3]=[C:4]([C@@:9]2([CH3:56])[N:18]([CH2:19]/[CH:20]=[CH:21]/[C:22]3[CH:23]=[C:24]4[C:45](=[CH:46][CH:47]=3)[CH2:44][C:26]3([C:34]5[C:29](=[N:30][CH:31]=[CH:32][CH:33]=5)[N:28](COCC[Si](C)(C)C)[C:27]3=[O:43])[CH2:25]4)[C:17](=[O:48])[C:12]3([CH2:16][CH2:15][CH2:14][CH2:13]3)[N:11](C(OC(C)(C)C)=O)[CH2:10]2)[CH:5]=[C:6]([F:8])[CH:7]=1.C(O)(C(F)(F)F)=O.[OH-].[Na+].C(N)CN. (5) The reactants are: [O:1]1[C:6]2[CH:7]=[CH:8][C:9]([CH2:11][NH:12][C:13]3([C:19]([NH:21][CH3:22])=[O:20])[CH2:18][CH2:17][NH:16][CH2:15][CH2:14]3)=[CH:10][C:5]=2[O:4][CH2:3][CH2:2]1.[O:23]=[C:24]1[CH:33]=[N:32][C:31]2[C:26](=[CH:27][CH:28]=[CH:29][CH:30]=2)[N:25]1[CH2:34][CH:35]=O.C(O[BH-](OC(=O)C)OC(=O)C)(=O)C.[Na+].C(=O)([O-])O.[Na+]. Given the product [O:1]1[C:6]2[CH:7]=[CH:8][C:9]([CH2:11][NH:12][C:13]3([C:19]([NH:21][CH3:22])=[O:20])[CH2:14][CH2:15][N:16]([CH2:35][CH2:34][N:25]4[C:26]5[C:31](=[CH:30][CH:29]=[CH:28][CH:27]=5)[N:32]=[CH:33][C:24]4=[O:23])[CH2:17][CH2:18]3)=[CH:10][C:5]=2[O:4][CH2:3][CH2:2]1, predict the reactants needed to synthesize it. (6) Given the product [N:10]1[CH:11]=[CH:12][CH:13]=[C:8]([N:7]2[CH2:2][CH2:3][NH:4][C:5]2=[O:6])[CH:9]=1, predict the reactants needed to synthesize it. The reactants are: Cl[CH2:2][CH2:3][NH:4][C:5]([NH:7][C:8]1[CH:9]=[N:10][CH:11]=[CH:12][CH:13]=1)=[O:6].[H-].[Na+].C(OCC)(=O)C. (7) Given the product [NH:16]1[C:17]2[CH2:18][CH2:28][CH2:27][CH2:26][C:25]=2[N:24]=[C:19]1[C:7]([C:6]1[CH:10]=[CH:11][C:3]([C:2]([F:13])([F:12])[F:1])=[CH:4][CH:5]=1)=[O:8], predict the reactants needed to synthesize it. The reactants are: [F:1][C:2]([F:13])([F:12])[C:3]1[CH:11]=[CH:10][C:6]([C:7](Cl)=[O:8])=[CH:5][CH:4]=1.C([N:16]([CH2:19]C)[CH2:17][CH3:18])C.[OH-].[Na+].Cl.[N:24]1C=[CH:28][CH:27]=[CH:26][CH:25]=1.